Predict the reactants needed to synthesize the given product. From a dataset of Full USPTO retrosynthesis dataset with 1.9M reactions from patents (1976-2016). (1) Given the product [C:1]([C:5]1[N:10]=[C:9]([O:11][CH2:12][CH3:13])[C:8]([C:14]2[N:15]([C:33]([N:44]3[CH2:45][CH2:46][CH:41]([N:36]4[CH2:40][CH2:39][CH2:38][CH2:37]4)[CH2:42][CH2:43]3)=[O:34])[C@H:16]([C:26]3[CH:31]=[CH:30][C:29]([Cl:32])=[CH:28][CH:27]=3)[C@H:17]([C:19]3[CH:24]=[CH:23][C:22]([Cl:25])=[CH:21][CH:20]=3)[N:18]=2)=[CH:7][N:6]=1)([CH3:3])([CH3:2])[CH3:4], predict the reactants needed to synthesize it. The reactants are: [C:1]([C:5]1[N:10]=[C:9]([O:11][CH2:12][CH3:13])[C:8]([C:14]2[N:15]([C:33](Cl)=[O:34])[CH:16]([C:26]3[CH:31]=[CH:30][C:29]([Cl:32])=[CH:28][CH:27]=3)[CH:17]([C:19]3[CH:24]=[CH:23][C:22]([Cl:25])=[CH:21][CH:20]=3)[N:18]=2)=[CH:7][N:6]=1)([CH3:4])([CH3:3])[CH3:2].[N:36]1([CH:41]2[CH2:46][CH2:45][NH:44][CH2:43][CH2:42]2)[CH2:40][CH2:39][CH2:38][CH2:37]1. (2) Given the product [CH3:11][O:10][C:6]1([O:8][CH3:9])[CH2:5][C:4]([CH:2]=[CH2:3])([C:12]([O:14][CH3:15])=[O:13])[CH2:7]1, predict the reactants needed to synthesize it. The reactants are: O[CH:2]([C:4]1([C:12]([O:14][CH3:15])=[O:13])[CH2:7][C:6]([O:10][CH3:11])([O:8][CH3:9])[CH2:5]1)[CH3:3].N1C=CC=CC=1.FC(F)(F)S(OS(C(F)(F)F)(=O)=O)(=O)=O.C1CCN2C(=NCCC2)CC1.